This data is from Full USPTO retrosynthesis dataset with 1.9M reactions from patents (1976-2016). The task is: Predict the reactants needed to synthesize the given product. (1) Given the product [CH:1]1([C:4]2[CH:32]=[C:31]([F:33])[C:7]3[C:8](=[O:30])[N:9]([CH2:13][C:14]4[CH:19]=[CH:18][C:17]([C:35]5[CH:40]=[CH:39][N:38]=[C:37]6[NH:41][C:42]([C:44]7[CH:45]=[N:46][N:47]([CH3:49])[CH:48]=7)=[N:43][C:36]=56)=[CH:16][C:15]=4[F:29])[CH2:10][CH2:11][O:12][C:6]=3[CH:5]=2)[CH2:2][CH2:3]1, predict the reactants needed to synthesize it. The reactants are: [CH:1]1([C:4]2[CH:32]=[C:31]([F:33])[C:7]3[C:8](=[O:30])[N:9]([CH2:13][C:14]4[CH:19]=[CH:18][C:17](B5OC(C)(C)C(C)(C)O5)=[CH:16][C:15]=4[F:29])[CH2:10][CH2:11][O:12][C:6]=3[CH:5]=2)[CH2:3][CH2:2]1.Cl[C:35]1[CH:40]=[CH:39][N:38]=[C:37]2[NH:41][C:42]([C:44]3[CH:45]=[N:46][N:47]([CH3:49])[CH:48]=3)=[N:43][C:36]=12.C(=O)([O-])[O-].[Na+].[Na+].C(Cl)Cl. (2) The reactants are: C[Si](C)(C)CCOC[N:7]1[C:11]2[CH:12]=[CH:13][CH:14]=[CH:15][C:10]=2[N:9]=[C:8]1[CH:16]=O.[N:20]1[CH:25]=[CH:24][CH:23]=[CH:22][C:21]=1[CH2:26][NH:27][S:28]([C:31]1[CH:36]=[CH:35][CH:34]=[C:33]([CH2:37][NH:38][CH:39]2[C:48]3[N:47]=[CH:46][CH:45]=[CH:44][C:43]=3[CH2:42][CH2:41][CH2:40]2)[CH:32]=1)(=[O:30])=[O:29].C(O)(=O)C.C(O[BH-](OC(=O)C)OC(=O)C)(=O)C.[Na+]. Given the product [NH:9]1[C:10]2[CH:15]=[CH:14][CH:13]=[CH:12][C:11]=2[N:7]=[C:8]1[CH2:16][N:38]([CH2:37][C:33]1[CH:32]=[C:31]([S:28]([NH:27][CH2:26][C:21]2[CH:22]=[CH:23][CH:24]=[CH:25][N:20]=2)(=[O:29])=[O:30])[CH:36]=[CH:35][CH:34]=1)[CH:39]1[C:48]2[N:47]=[CH:46][CH:45]=[CH:44][C:43]=2[CH2:42][CH2:41][CH2:40]1, predict the reactants needed to synthesize it. (3) Given the product [CH:11]([N:8]1[CH:7]=[N:6][C:5]2[C:9]1=[N:10][C:2]([NH:31][C@H:32]([CH2:37][CH3:38])[CH:33]([OH:36])[CH2:34][CH3:35])=[N:3][C:4]=2[NH:14][CH2:15][C:16]1[CH:21]=[CH:20][CH:19]=[CH:18][N:17]=1)([CH3:13])[CH3:12], predict the reactants needed to synthesize it. The reactants are: F[C:2]1[N:10]=[C:9]2[C:5]([N:6]=[CH:7][N:8]2[CH:11]([CH3:13])[CH3:12])=[C:4]([NH:14][CH2:15][C:16]2[CH:21]=[CH:20][CH:19]=[CH:18][N:17]=2)[N:3]=1.CCN(C(C)C)C(C)C.[NH2:31][C@H:32]([CH2:37][CH3:38])[CH:33]([OH:36])[CH2:34][CH3:35]. (4) Given the product [F:22][C:21]([F:24])([F:23])[C:35]([OH:38])=[O:36].[Cl:1][C:2]1[CH:7]=[CH:6][C:5]([NH:8][C:9]2[O:13][C:12]([C:14]3[CH:15]=[CH:16][C:17]([O:20][C:43]4[CH:48]=[CH:47][N:46]=[CH:45][CH:44]=4)=[CH:18][CH:19]=3)=[N:11][N:10]=2)=[CH:4][C:3]=1[C:21]([F:22])([F:23])[F:24], predict the reactants needed to synthesize it. The reactants are: [Cl:1][C:2]1[CH:7]=[CH:6][C:5]([NH:8][C:9]2[O:13][C:12]([C:14]3[CH:19]=[CH:18][C:17]([OH:20])=[CH:16][CH:15]=3)=[N:11][N:10]=2)=[CH:4][C:3]=1[C:21]([F:24])([F:23])[F:22].C[Si]([N-][Si](C)(C)C)(C)C.[K+].[C:35]([O-:38])([O-])=[O:36].[K+].[K+].Cl.Cl[C:43]1[CH:48]=[CH:47][N:46]=[CH:45][CH:44]=1. (5) Given the product [ClH:24].[F:1][C:2]1[CH:3]=[CH:4][C:5]([O:8][NH:9][C:10]2[N:11]=[C:12]([NH:20][CH2:21][CH2:22][CH3:23])[N:13]=[C:14]([NH:16][CH2:17][C:18]#[CH:19])[N:15]=2)=[CH:6][CH:7]=1, predict the reactants needed to synthesize it. The reactants are: [F:1][C:2]1[CH:7]=[CH:6][C:5]([O:8][NH:9][C:10]2[N:15]=[C:14]([NH:16][CH2:17][CH2:18][CH3:19])[N:13]=[C:12]([NH:20][CH2:21][C:22]#[CH:23])[N:11]=2)=[CH:4][CH:3]=1.[ClH:24].C(OCC)C. (6) The reactants are: [CH2:1](O)[CH3:2].[NH2:4][CH:5]([CH2:9][C:10]1[CH:15]=[CH:14][CH:13]=[CH:12][CH:11]=1)[C:6]([OH:8])=[O:7].S(=O)(=O)(O)O. Given the product [NH2:4][CH:5]([CH2:9][C:10]1[CH:15]=[CH:14][CH:13]=[CH:12][CH:11]=1)[C:6]([O:8][CH2:1][CH3:2])=[O:7], predict the reactants needed to synthesize it.